This data is from Forward reaction prediction with 1.9M reactions from USPTO patents (1976-2016). The task is: Predict the product of the given reaction. Given the reactants Cl.Cl.[C:3]1([CH:9]2[CH2:14][CH2:13][N:12]([CH:15]3[CH2:19][CH2:18][NH:17][CH2:16]3)[CH2:11][CH2:10]2)[CH:8]=[CH:7][CH:6]=[CH:5][CH:4]=1.C(N(CC)CC)C.[N:27]([CH2:30][C:31]1[CH:36]=[CH:35][C:34]([CH3:37])=[CH:33][CH:32]=1)=[C:28]=[O:29], predict the reaction product. The product is: [CH3:37][C:34]1[CH:35]=[CH:36][C:31]([CH2:30][NH:27][C:28]([N:17]2[CH2:18][CH2:19][CH:15]([N:12]3[CH2:11][CH2:10][CH:9]([C:3]4[CH:8]=[CH:7][CH:6]=[CH:5][CH:4]=4)[CH2:14][CH2:13]3)[CH2:16]2)=[O:29])=[CH:32][CH:33]=1.